From a dataset of Catalyst prediction with 721,799 reactions and 888 catalyst types from USPTO. Predict which catalyst facilitates the given reaction. Reactant: CCN(CC)CC.C(O)=O.FC(F)(F)S(O[C:17]1[CH:22]=[CH:21][CH:20]=[C:19]([C@H:23]([OH:34])[CH2:24][CH2:25][NH:26][C:27]([O:29][C:30]([CH3:33])([CH3:32])[CH3:31])=[O:28])[CH:18]=1)(=O)=O.C1(P(C2C=CC=CC=2)CCCP(C2C=CC=CC=2)C2C=CC=CC=2)C=CC=CC=1. Product: [OH:34][C@@H:23]([C:19]1[CH:18]=[CH:17][CH:22]=[CH:21][CH:20]=1)[CH2:24][CH2:25][NH:26][C:27](=[O:28])[O:29][C:30]([CH3:33])([CH3:32])[CH3:31]. The catalyst class is: 318.